This data is from Forward reaction prediction with 1.9M reactions from USPTO patents (1976-2016). The task is: Predict the product of the given reaction. (1) Given the reactants [N:1]1[CH:6]=[CH:5][CH:4]=[CH:3][C:2]=1[CH:7]=[O:8].[CH3:9][O:10][C:11](=[O:31])[CH2:12][CH2:13][C:14]1[CH:19]=[CH:18][C:17]([O:20][CH2:21][CH2:22][C@@H:23]([O:25]S(C)(=O)=O)[CH3:24])=[CH:16][C:15]=1[CH3:30].C([O-])([O-])=O.[Cs+].[Cs+].Cl, predict the reaction product. The product is: [CH3:9][O:10][C:11](=[O:31])[CH2:12][CH2:13][C:14]1[CH:19]=[CH:18][C:17]([O:20][CH2:21][CH2:22][C@H:23]([O:25][C:17]2[CH:18]=[CH:19][C:14]([CH2:13][CH3:12])=[CH:15][C:16]=2[C:7]([C:2]2[CH:3]=[CH:4][CH:5]=[CH:6][N:1]=2)=[O:8])[CH3:24])=[CH:16][C:15]=1[CH3:30]. (2) Given the reactants C([O-])(=O)C.[NH4+:5].[CH2:6]([C:10]1[N:11]([CH2:28][CH2:29][O:30][C:31]2[CH:36]=[CH:35][CH:34]=[CH:33][CH:32]=2)[C:12]2[C:17]([CH3:18])=[C:16]([CH3:19])[N:15]=[C:14](OC3C=CC=CC=3)[C:13]=2[N:27]=1)[CH2:7][CH2:8][CH3:9], predict the reaction product. The product is: [CH2:6]([C:10]1[N:11]([CH2:28][CH2:29][O:30][C:31]2[CH:36]=[CH:35][CH:34]=[CH:33][CH:32]=2)[C:12]2[C:17]([CH3:18])=[C:16]([CH3:19])[N:15]=[C:14]([NH2:5])[C:13]=2[N:27]=1)[CH2:7][CH2:8][CH3:9]. (3) Given the reactants [Cl:1][C:2]1[CH:3]=[C:4]([CH2:9][S:10](Cl)(=[O:12])=[O:11])[CH:5]=[N:6][C:7]=1[Cl:8].[NH2:14][C:15]1[C:16]([O:22]C)=[N:17][C:18]([Cl:21])=[CH:19][CH:20]=1.[OH-].[Na+], predict the reaction product. The product is: [Cl:21][C:18]1[N:17]=[C:16]([OH:22])[C:15]([NH:14][S:10]([CH2:9][C:4]2[CH:5]=[N:6][C:7]([Cl:8])=[C:2]([Cl:1])[CH:3]=2)(=[O:12])=[O:11])=[CH:20][CH:19]=1. (4) Given the reactants C([O:8][C:9]1[CH:14]=[C:13]([O:15]CC2C=CC=CC=2)[C:12](Br)=[CH:11][C:10]=1[C:24]1[N:25]([C:30]2[CH:35]=[CH:34][CH:33]=[CH:32][C:31]=2[CH3:36])[C:26]([OH:29])=[N:27][N:28]=1)C1C=CC=CC=1.C[OH:38].[C]=O.[CH2:41]([N:43]([CH2:46]C)[CH2:44][CH3:45])C.[C:48]1(C)C=[CH:52][CH:51]=[CH:50][CH:49]=1, predict the reaction product. The product is: [OH:8][C:9]1[CH:14]=[C:13]([OH:15])[C:12]([C:46]([N:43]([CH2:44][C:45]2[CH:52]=[CH:51][CH:50]=[CH:49][CH:48]=2)[CH3:41])=[O:38])=[CH:11][C:10]=1[C:24]1[N:25]([C:30]2[CH:35]=[CH:34][CH:33]=[CH:32][C:31]=2[CH3:36])[C:26]([OH:29])=[N:27][N:28]=1. (5) Given the reactants Br[C:2]1[CH:7]=[CH:6][C:5]([O:8]C)=[CH:4][C:3]=1[N+:10]([O-:12])=[O:11].C[O:14][C:15]1[CH:22]=[CH:21][C:18]([CH:19]=[CH2:20])=[CH:17][CH:16]=1.C(N(CC)C(C)C)(C)C, predict the reaction product. The product is: [N+:10]([C:3]1[CH:4]=[C:5]([OH:8])[CH:6]=[CH:7][C:2]=1/[CH:20]=[CH:19]/[C:18]1[CH:21]=[CH:22][C:15]([OH:14])=[CH:16][CH:17]=1)([O-:12])=[O:11].